From a dataset of Catalyst prediction with 721,799 reactions and 888 catalyst types from USPTO. Predict which catalyst facilitates the given reaction. Reactant: [Br:1][C:2]1[CH:3]=[N:4][CH:5]=[CH:6][C:7]=1[O:8][CH2:9][CH:10]1[CH2:12][CH2:11]1.C1C=C(Cl)C=C(C(OO)=[O:21])C=1. Product: [Br:1][C:2]1[CH:3]=[N+:4]([O-:21])[CH:5]=[CH:6][C:7]=1[O:8][CH2:9][CH:10]1[CH2:11][CH2:12]1. The catalyst class is: 2.